From a dataset of Forward reaction prediction with 1.9M reactions from USPTO patents (1976-2016). Predict the product of the given reaction. (1) Given the reactants [Cl:1][C:2]1[CH:25]=[CH:24][C:5]([CH2:6][NH:7][C:8]([C:10]2[C:11](=[O:23])[C:12]3[S:19][C:18]([CH2:20]Cl)=[C:17]([CH3:22])[C:13]=3[N:14]([CH3:16])[CH:15]=2)=[O:9])=[CH:4][CH:3]=1.[CH3:26][NH:27][CH2:28][CH:29]([C:32]1[CH:37]=[CH:36][CH:35]=[CH:34][CH:33]=1)[CH2:30][OH:31].C(N(C(C)C)CC)(C)C, predict the reaction product. The product is: [Cl:1][C:2]1[CH:25]=[CH:24][C:5]([CH2:6][NH:7][C:8]([C:10]2[C:11](=[O:23])[C:12]3[S:19][C:18]([CH2:20][N:27]([CH2:28][CH:29]([C:32]4[CH:37]=[CH:36][CH:35]=[CH:34][CH:33]=4)[CH2:30][OH:31])[CH3:26])=[C:17]([CH3:22])[C:13]=3[N:14]([CH3:16])[CH:15]=2)=[O:9])=[CH:4][CH:3]=1. (2) Given the reactants [CH2:1]([NH:8][C:9]1[CH:16]=[C:15](Br)[CH:14]=[CH:13][C:10]=1[C:11]#[N:12])[C:2]1[CH:7]=[CH:6][CH:5]=[CH:4][CH:3]=1.[C:18]([C:21]1[CH:22]=[C:23](B(O)O)[CH:24]=[CH:25][CH:26]=1)([OH:20])=[O:19].C([O-])([O-])=O.[K+].[K+], predict the reaction product. The product is: [CH2:1]([NH:8][C:9]1[CH:16]=[C:15]([C:25]2[CH:24]=[CH:23][CH:22]=[C:21]([C:18]([OH:20])=[O:19])[CH:26]=2)[CH:14]=[CH:13][C:10]=1[C:11]#[N:12])[C:2]1[CH:7]=[CH:6][CH:5]=[CH:4][CH:3]=1. (3) The product is: [Br:1][CH2:2][CH:3]([O:6][CH2:7][O:8][CH3:9])[CH2:4][Br:5]. Given the reactants [Br:1][CH2:2][CH:3]([OH:6])[CH2:4][Br:5].[CH3:7][O:8][CH2:9]OC, predict the reaction product.